From a dataset of Full USPTO retrosynthesis dataset with 1.9M reactions from patents (1976-2016). Predict the reactants needed to synthesize the given product. Given the product [CH3:14][S:11]([C:8]1[CH:9]=[CH:10][C:2]([N:15]2[CH2:20][CH2:19][O:18][CH2:17][CH2:16]2)=[C:3]([CH:7]=1)[C:4]([OH:6])=[O:5])(=[O:13])=[O:12], predict the reactants needed to synthesize it. The reactants are: Cl[C:2]1[CH:10]=[CH:9][C:8]([S:11]([CH3:14])(=[O:13])=[O:12])=[CH:7][C:3]=1[C:4]([OH:6])=[O:5].[NH:15]1[CH2:20][CH2:19][O:18][CH2:17][CH2:16]1.